From a dataset of Forward reaction prediction with 1.9M reactions from USPTO patents (1976-2016). Predict the product of the given reaction. (1) Given the reactants [CH3:1][C:2]1[CH:7]=[CH:6][N:5]=[C:4]([N:8]2[CH2:15][CH:14]3[CH:10]([CH2:11][NH:12][CH2:13]3)[CH2:9]2)[N:3]=1.[N:16]1[N:17]=[C:18]([C:21]2[CH:29]=[CH:28][CH:27]=[CH:26][C:22]=2[C:23](O)=[O:24])[NH:19][CH:20]=1, predict the reaction product. The product is: [CH3:1][C:2]1[CH:7]=[CH:6][N:5]=[C:4]([N:8]2[CH2:15][CH:14]3[CH:10]([CH2:11][N:12]([C:23]([C:22]4[CH:26]=[CH:27][CH:28]=[CH:29][C:21]=4[C:18]4[NH:19][CH:20]=[N:16][N:17]=4)=[O:24])[CH2:13]3)[CH2:9]2)[N:3]=1. (2) Given the reactants [CH3:1][N:2]1[C:6]([C:7]2[CH:8]=[N:9][NH:10][CH:11]=2)=[CH:5][CH:4]=[N:3]1.I[C:13]1[CH:18]=[CH:17][C:16]([C:19]([F:22])([F:21])[F:20])=[CH:15][CH:14]=1.C(=O)([O-])[O-].[K+].[K+].CN[C@@H]1CCCC[C@H]1NC.[Cl-].[NH4+], predict the reaction product. The product is: [CH3:1][N:2]1[C:6]([C:7]2[CH:8]=[N:9][N:10]([C:13]3[CH:18]=[CH:17][C:16]([C:19]([F:22])([F:21])[F:20])=[CH:15][CH:14]=3)[CH:11]=2)=[CH:5][CH:4]=[N:3]1.